Dataset: Catalyst prediction with 721,799 reactions and 888 catalyst types from USPTO. Task: Predict which catalyst facilitates the given reaction. (1) Reactant: [NH2:1][C:2]1[CH:3]=[C:4]([CH:28]=[CH:29][CH:30]=1)[O:5][C:6]1[C:7]2[CH:27]=[CH:26][NH:25][C:8]=2[N:9]=[C:10]([NH:12][C:13]2[CH:14]=[CH:15][C:16]([N:19]([CH2:21][CH2:22][O:23][CH3:24])[CH3:20])=[N:17][CH:18]=2)[N:11]=1.CCN(C(C)C)C(C)C.[C:40](Cl)(=[O:43])[CH:41]=[CH2:42].C([O-])(O)=O.[Na+]. Product: [CH3:24][O:23][CH2:22][CH2:21][N:19]([CH3:20])[C:16]1[N:17]=[CH:18][C:13]([NH:12][C:10]2[N:11]=[C:6]([O:5][C:4]3[CH:3]=[C:2]([NH:1][C:40](=[O:43])[CH:41]=[CH2:42])[CH:30]=[CH:29][CH:28]=3)[C:7]3[CH:27]=[CH:26][NH:25][C:8]=3[N:9]=2)=[CH:14][CH:15]=1. The catalyst class is: 1. (2) Reactant: [CH3:1][S:2][C:3]1[N:4]=[C:5]([C:11]2[CH:12]=[N:13][CH:14]=[CH:15][CH:16]=2)[S:6][C:7]=1[N+:8]([O-])=O.C(O)(=O)C.[H][H]. Product: [CH3:1][S:2][C:3]1[N:4]=[C:5]([C:11]2[CH:12]=[N:13][CH:14]=[CH:15][CH:16]=2)[S:6][C:7]=1[NH2:8]. The catalyst class is: 78. (3) Reactant: [I:1][C:2]1[CH:3]=[CH:4][C:5]([NH:8][C:9](=S)[C:10]([CH3:13])([CH3:12])[CH3:11])=[N:6][CH:7]=1.CCN(CC)CC.Cl.[NH2:23][OH:24]. Product: [OH:24][NH:23][C:9](=[N:8][C:5]1[CH:4]=[CH:3][C:2]([I:1])=[CH:7][N:6]=1)[C:10]([CH3:13])([CH3:12])[CH3:11]. The catalyst class is: 88. (4) Reactant: [OH:1][C:2]1[C:3](=[O:12])[O:4][C:5]2[C:10]([CH:11]=1)=[CH:9][CH:8]=[CH:7][CH:6]=2.C(=O)([O-])[O-].[K+].[K+].C1OCCOCCOCCOCCOCCOC1.Cl[CH2:38][CH2:39][C:40](=[O:42])[CH3:41]. Product: [O:42]=[C:40]([CH3:41])[CH2:39][CH2:38][O:1][C:2]1[C:3](=[O:12])[O:4][C:5]2[C:10]([CH:11]=1)=[CH:9][CH:8]=[CH:7][CH:6]=2. The catalyst class is: 1. (5) Reactant: Cl.[Cl:2][C:3]1[CH:4]=[C:5]2[C:9](=[CH:10][CH:11]=1)[NH:8][CH:7]=[C:6]2[CH2:12][CH2:13][NH2:14].C1CN([P+](ON2N=NC3C=CC=CC2=3)(N2CCCC2)N2CCCC2)CC1.F[P-](F)(F)(F)(F)F.C(N(CC)C(C)C)(C)C.[O:57]=[C:58]1[CH:62]([C:63](O)=[O:64])[CH2:61][CH2:60][N:59]1[C:66]1[CH:71]=[CH:70][C:69]([C:72]([F:75])([F:74])[F:73])=[CH:68][CH:67]=1. Product: [Cl:2][C:3]1[CH:4]=[C:5]2[C:9](=[CH:10][CH:11]=1)[NH:8][CH:7]=[C:6]2[CH2:12][CH2:13][NH:14][C:63]([CH:62]1[CH2:61][CH2:60][N:59]([C:66]2[CH:67]=[CH:68][C:69]([C:72]([F:75])([F:73])[F:74])=[CH:70][CH:71]=2)[C:58]1=[O:57])=[O:64]. The catalyst class is: 3. (6) Reactant: [H-].[Na+].[CH:3]1([CH2:6][CH2:7][OH:8])[CH2:5][CH2:4]1.F[C:10]1[CH:15]=[CH:14][C:13]([N+:16]([O-:18])=[O:17])=[CH:12][CH:11]=1. Product: [CH:3]1([CH2:6][CH2:7][O:8][C:10]2[CH:15]=[CH:14][C:13]([N+:16]([O-:18])=[O:17])=[CH:12][CH:11]=2)[CH2:5][CH2:4]1. The catalyst class is: 9. (7) Reactant: [P:1]([O:13][CH2:14][CH2:15][N:16]([CH2:18][CH2:19][C@@H:20]([NH:29][C:30]1[CH:35]=[CH:34][C:33]([S:36](=[O:68])(=[O:67])[NH:37][C:38](=[O:66])[C:39]2[CH:44]=[CH:43][C:42]([N:45]3[CH2:50][CH2:49][CH:48]([C@H:51]([C:53]4[CH:58]=[CH:57][CH:56]=[CH:55][C:54]=4[C:59]4[CH:64]=[CH:63][C:62]([Cl:65])=[CH:61][CH:60]=4)[OH:52])[CH2:47][CH2:46]3)=[CH:41][CH:40]=2)=[CH:32][C:31]=1[S:69]([C:72]([F:75])([F:74])[F:73])(=[O:71])=[O:70])[CH2:21][S:22][C:23]1[CH:28]=[CH:27][CH:26]=[CH:25][CH:24]=1)[CH3:17])([O:8]C(C)(C)C)([O:3]C(C)(C)C)=[O:2].Cl. Product: [ClH:65].[P:1]([OH:8])([OH:3])([O:13][CH2:14][CH2:15][N:16]([CH2:18][CH2:19][C@@H:20]([NH:29][C:30]1[CH:35]=[CH:34][C:33]([S:36](=[O:68])(=[O:67])[NH:37][C:38](=[O:66])[C:39]2[CH:40]=[CH:41][C:42]([N:45]3[CH2:50][CH2:49][CH:48]([C@H:51]([C:53]4[CH:58]=[CH:57][CH:56]=[CH:55][C:54]=4[C:59]4[CH:60]=[CH:61][C:62]([Cl:65])=[CH:63][CH:64]=4)[OH:52])[CH2:47][CH2:46]3)=[CH:43][CH:44]=2)=[CH:32][C:31]=1[S:69]([C:72]([F:73])([F:75])[F:74])(=[O:70])=[O:71])[CH2:21][S:22][C:23]1[CH:28]=[CH:27][CH:26]=[CH:25][CH:24]=1)[CH3:17])=[O:2]. The catalyst class is: 61. (8) Reactant: [CH2:1]([O:5][C:6]([N:8]1[CH2:13][CH2:12][N:11]([C:14](=[O:51])[C@@H:15]([NH:21][C:22]([C:24]2[CH:28]=[C:27]([O:29][CH2:30][C:31]([N:33]3[CH2:37][CH2:36][CH2:35][C@H:34]3[C:38](=[O:44])[NH:39][CH:40]3[CH2:43][CH2:42][CH2:41]3)=[O:32])[N:26]([C:45]3[CH:50]=[CH:49][CH:48]=[CH:47][CH:46]=3)[N:25]=2)=[O:23])[CH2:16][CH2:17][C:18]([OH:20])=[O:19])[CH2:10][CH2:9]1)=[O:7])[CH2:2][CH2:3][CH3:4].[CH2:52](Cl)CCl.CO. Product: [CH2:1]([O:5][C:6]([N:8]1[CH2:13][CH2:12][N:11]([C:14](=[O:51])[C@@H:15]([NH:21][C:22]([C:24]2[CH:28]=[C:27]([O:29][CH2:30][C:31]([N:33]3[CH2:37][CH2:36][CH2:35][C@H:34]3[C:38](=[O:44])[NH:39][CH:40]3[CH2:43][CH2:42][CH2:41]3)=[O:32])[N:26]([C:45]3[CH:50]=[CH:49][CH:48]=[CH:47][CH:46]=3)[N:25]=2)=[O:23])[CH2:16][CH2:17][C:18]([O:20][CH3:52])=[O:19])[CH2:10][CH2:9]1)=[O:7])[CH2:2][CH2:3][CH3:4]. The catalyst class is: 239. (9) The catalyst class is: 2. Reactant: C1C=C(Cl)C=C(C(OO)=[O:9])C=1.[Cl:12][C:13]1[CH:18]=[CH:17][C:16]([C:19]2([C:23](=[O:32])[CH2:24][S:25][C:26]3[N:30]([CH3:31])[CH:29]=[N:28][N:27]=3)[CH2:22][CH2:21][CH2:20]2)=[CH:15][CH:14]=1. Product: [Cl:12][C:13]1[CH:14]=[CH:15][C:16]([C:19]2([C:23](=[O:32])[CH2:24][S:25]([C:26]3[N:30]([CH3:31])[CH:29]=[N:28][N:27]=3)=[O:9])[CH2:22][CH2:21][CH2:20]2)=[CH:17][CH:18]=1.